Regression/Classification. Given a drug SMILES string, predict its absorption, distribution, metabolism, or excretion properties. Task type varies by dataset: regression for continuous measurements (e.g., permeability, clearance, half-life) or binary classification for categorical outcomes (e.g., BBB penetration, CYP inhibition). Dataset: bbb_martins. From a dataset of Blood-brain barrier penetration binary classification data from Martins et al.. (1) The drug is CC[C@H]1OC(=O)[C@H](C)[C@@H](O[C@H]2C[C@@](C)(OC)[C@@H](O)[C@H](C)O2)[C@H](C)[C@@H](O[C@@H]2O[C@H](C)C[C@H](N(C)C)[C@H]2O)[C@](C)(O)C[C@@H](C)[C@@H]2N[C@@H](COCCOC)O[C@H]([C@H]2C)[C@]1(C)O. The result is 0 (does not penetrate BBB). (2) The molecule is O=C1CN=C(c2ccccc2)c2cc(Cl)ccc2N1CC1CC1. The result is 1 (penetrates BBB). (3) The drug is CN1c2ccccc2C(c2ccccc2Cl)=NCC1(Cl)CO. The result is 1 (penetrates BBB). (4) The drug is CC(=O)[C@H]1CC[C@H]2[C@@H]3CCC4=CC(=O)CC[C@]4(C)[C@H]3CC[C@]12C. The result is 0 (does not penetrate BBB). (5) The molecule is CCN[C@H](Cc1ccccc1)[C@H]1CCCO1. The result is 1 (penetrates BBB).